From a dataset of Catalyst prediction with 721,799 reactions and 888 catalyst types from USPTO. Predict which catalyst facilitates the given reaction. (1) Reactant: [C:1]1([C:7]2[CH:8]=[CH:9][C:10]3[S:14][N:13]=[C:12]([NH:15][CH2:16][CH2:17][CH2:18][NH2:19])[C:11]=3[CH:20]=2)[CH:6]=[CH:5][CH:4]=[CH:3][CH:2]=1.C(N(CC)CC)C.[CH2:28]([O:32][C:33]1[CH:41]=[CH:40][C:36]([C:37](Cl)=[O:38])=[CH:35][CH:34]=1)[CH2:29][CH2:30][CH3:31]. The catalyst class is: 2. Product: [CH2:28]([O:32][C:33]1[CH:34]=[CH:35][C:36]([C:37]([NH:19][CH2:18][CH2:17][CH2:16][NH:15][C:12]2[C:11]3[CH:20]=[C:7]([C:1]4[CH:2]=[CH:3][CH:4]=[CH:5][CH:6]=4)[CH:8]=[CH:9][C:10]=3[S:14][N:13]=2)=[O:38])=[CH:40][CH:41]=1)[CH2:29][CH2:30][CH3:31]. (2) Reactant: C(Cl)(=O)C(Cl)=O.C(=O)=O.CC(C)=O.CS(C)=O.[OH:18][CH2:19][C:20]1[CH2:21][CH2:22][C:23](=[O:31])[N:24]([CH2:26][C:27]([F:30])([F:29])[F:28])[N:25]=1.C(N(CC)CC)C. Product: [O:31]=[C:23]1[N:24]([CH2:26][C:27]([F:30])([F:29])[F:28])[N:25]=[C:20]([CH:19]=[O:18])[CH2:21][CH2:22]1. The catalyst class is: 4. (3) Reactant: [CH3:1][O:2][C:3](=[O:14])[C:4]1[CH:9]=[CH:8][C:7]([OH:10])=[C:6]([O:11][CH2:12][CH3:13])[CH:5]=1.[N+:15]([O-])([OH:17])=[O:16]. Product: [CH3:1][O:2][C:3](=[O:14])[C:4]1[CH:9]=[C:8]([N+:15]([O-:17])=[O:16])[C:7]([OH:10])=[C:6]([O:11][CH2:12][CH3:13])[CH:5]=1. The catalyst class is: 27.